From a dataset of Forward reaction prediction with 1.9M reactions from USPTO patents (1976-2016). Predict the product of the given reaction. (1) Given the reactants [CH:1]1([N:4]2[CH2:10][CH2:9][CH2:8][N:7]([C:11]3[CH:21]=[CH:20][C:14]([C:15]([O:17]CC)=O)=[CH:13][CH:12]=3)[CH2:6][CH2:5]2)[CH2:3][CH2:2]1.[CH3:22][O:23][C:24]1[CH:25]=[C:26]([CH2:32][CH2:33][C:34]2[CH:35]=[C:36]([NH2:39])[NH:37][N:38]=2)[CH:27]=[C:28]([O:30][CH3:31])[CH:29]=1.C[Al](C)C.C(Cl)Cl.CCOCC, predict the reaction product. The product is: [CH:1]1([N:4]2[CH2:10][CH2:9][CH2:8][N:7]([C:11]3[CH:12]=[CH:13][C:14]([C:15]([NH:39][C:36]4[NH:37][N:38]=[C:34]([CH2:33][CH2:32][C:26]5[CH:27]=[C:28]([O:30][CH3:31])[CH:29]=[C:24]([O:23][CH3:22])[CH:25]=5)[CH:35]=4)=[O:17])=[CH:20][CH:21]=3)[CH2:6][CH2:5]2)[CH2:2][CH2:3]1. (2) Given the reactants [Br:1][C:2]1[S:3][C:4](Br)=[CH:5][CH:6]=1.C([Li])CCC.[O:13]1[C:17]2[CH:18]=[CH:19][C:20]([CH:22]=[O:23])=[CH:21][C:16]=2[CH:15]=[CH:14]1.O, predict the reaction product. The product is: [O:13]1[C:17]2[CH:18]=[CH:19][C:20]([CH:22]([C:4]3[S:3][C:2]([Br:1])=[CH:6][CH:5]=3)[OH:23])=[CH:21][C:16]=2[CH:15]=[CH:14]1. (3) The product is: [O:5]=[C:4]([C:6]1[CH:7]=[C:8]([O:16][CH3:17])[C:9]([O:14][CH3:15])=[C:10]([O:12][CH3:13])[CH:11]=1)[CH:3]=[C:2]([C:30]1[CH:37]=[CH:36][C:33]([CH:34]=[O:35])=[CH:32][CH:31]=1)[CH3:18]. Given the reactants Br[C:2]([CH3:18])=[CH:3][C:4]([C:6]1[CH:11]=[C:10]([O:12][CH3:13])[C:9]([O:14][CH3:15])=[C:8]([O:16][CH3:17])[CH:7]=1)=[O:5].OCC1SC(B(O)O)=CC=1.Br[C:30]1[CH:37]=[CH:36][C:33]([CH:34]=[O:35])=[CH:32][CH:31]=1, predict the reaction product. (4) Given the reactants [C:1]([C:5]1[N:6]=[C:7]([NH:10][C:11](=[O:22])[C:12]2[CH:17]=[CH:16][N:15]=[C:14]([NH:18]C(=O)C)[CH:13]=2)[S:8][CH:9]=1)([CH3:4])([CH3:3])[CH3:2].Cl, predict the reaction product. The product is: [C:1]([C:5]1[N:6]=[C:7]([NH:10][C:11](=[O:22])[C:12]2[CH:17]=[CH:16][N:15]=[C:14]([NH2:18])[CH:13]=2)[S:8][CH:9]=1)([CH3:4])([CH3:2])[CH3:3]. (5) The product is: [ClH:18].[NH2:14][CH2:13][CH:5]([CH2:6][C:7]([CH3:11])([CH3:12])[CH2:8][CH2:9][CH3:10])[C:4]([OH:15])=[O:3]. Given the reactants C([O:3][C:4](=[O:15])[C:5]([C:13]#[N:14])=[CH:6][C:7]([CH3:12])([CH3:11])[CH2:8][CH:9]=[CH2:10])C.[H][H].[ClH:18], predict the reaction product.